This data is from Forward reaction prediction with 1.9M reactions from USPTO patents (1976-2016). The task is: Predict the product of the given reaction. Given the reactants [C:1]([OH:12])(=[O:11])[C:2]1[CH:10]=[C:8]([OH:9])[C:6]([OH:7])=[C:4]([OH:5])[CH:3]=1.[C:13]1([OH:24])[C:22]2[C:17](=[CH:18][CH:19]=[CH:20][CH:21]=2)[C:16](O)=[CH:15][CH:14]=1, predict the reaction product. The product is: [OH:5][C:4]1[CH:3]=[C:2]([CH:10]=[C:8]([OH:9])[C:6]=1[OH:7])[C:1]([O:12][C:16]1[C:17]2[CH2:18][CH2:19][CH2:20][CH2:21][C:22]=2[C:13]([O:24][C:1](=[O:11])[C:2]2[CH:10]=[C:8]([OH:9])[C:6]([OH:7])=[C:4]([OH:5])[CH:3]=2)=[CH:14][CH:15]=1)=[O:11].